From a dataset of NCI-60 drug combinations with 297,098 pairs across 59 cell lines. Regression. Given two drug SMILES strings and cell line genomic features, predict the synergy score measuring deviation from expected non-interaction effect. (1) Drug 1: CS(=O)(=O)C1=CC(=C(C=C1)C(=O)NC2=CC(=C(C=C2)Cl)C3=CC=CC=N3)Cl. Synergy scores: CSS=53.1, Synergy_ZIP=1.66, Synergy_Bliss=0.824, Synergy_Loewe=-35.4, Synergy_HSA=0.969. Drug 2: CC1C(C(CC(O1)OC2CC(CC3=C2C(=C4C(=C3O)C(=O)C5=CC=CC=C5C4=O)O)(C(=O)C)O)N)O. Cell line: COLO 205. (2) Drug 1: C1CN1P(=S)(N2CC2)N3CC3. Drug 2: CC1C(C(CC(O1)OC2CC(OC(C2O)C)OC3=CC4=CC5=C(C(=O)C(C(C5)C(C(=O)C(C(C)O)O)OC)OC6CC(C(C(O6)C)O)OC7CC(C(C(O7)C)O)OC8CC(C(C(O8)C)O)(C)O)C(=C4C(=C3C)O)O)O)O. Cell line: OVCAR-8. Synergy scores: CSS=69.6, Synergy_ZIP=-2.33, Synergy_Bliss=-0.235, Synergy_Loewe=-0.979, Synergy_HSA=0.0690. (3) Drug 1: CN(C)C1=NC(=NC(=N1)N(C)C)N(C)C. Drug 2: C1=CN(C(=O)N=C1N)C2C(C(C(O2)CO)O)O.Cl. Cell line: NCI-H522. Synergy scores: CSS=31.8, Synergy_ZIP=-6.91, Synergy_Bliss=-0.140, Synergy_Loewe=-61.6, Synergy_HSA=-2.73. (4) Drug 1: CCC(=C(C1=CC=CC=C1)C2=CC=C(C=C2)OCCN(C)C)C3=CC=CC=C3.C(C(=O)O)C(CC(=O)O)(C(=O)O)O. Drug 2: CC1=C(C=C(C=C1)NC(=O)C2=CC=C(C=C2)CN3CCN(CC3)C)NC4=NC=CC(=N4)C5=CN=CC=C5. Cell line: HOP-62. Synergy scores: CSS=7.14, Synergy_ZIP=-2.66, Synergy_Bliss=-1.25, Synergy_Loewe=-11.8, Synergy_HSA=-4.19. (5) Drug 1: CC1=C(C=C(C=C1)NC(=O)C2=CC=C(C=C2)CN3CCN(CC3)C)NC4=NC=CC(=N4)C5=CN=CC=C5. Drug 2: C(CN)CNCCSP(=O)(O)O. Cell line: CAKI-1. Synergy scores: CSS=-7.57, Synergy_ZIP=6.43, Synergy_Bliss=4.28, Synergy_Loewe=-3.97, Synergy_HSA=-6.18. (6) Drug 1: C1CC(C1)(C(=O)O)C(=O)O.[NH2-].[NH2-].[Pt+2]. Drug 2: CC12CCC3C(C1CCC2O)C(CC4=C3C=CC(=C4)O)CCCCCCCCCS(=O)CCCC(C(F)(F)F)(F)F. Cell line: HL-60(TB). Synergy scores: CSS=59.3, Synergy_ZIP=-3.14, Synergy_Bliss=-6.63, Synergy_Loewe=-15.1, Synergy_HSA=-9.72. (7) Drug 1: C1=NNC2=C1C(=O)NC=N2. Drug 2: COCCOC1=C(C=C2C(=C1)C(=NC=N2)NC3=CC=CC(=C3)C#C)OCCOC.Cl. Cell line: NCI-H226. Synergy scores: CSS=1.04, Synergy_ZIP=-0.782, Synergy_Bliss=0.164, Synergy_Loewe=-10.2, Synergy_HSA=-0.0145. (8) Drug 1: C1=C(C(=O)NC(=O)N1)N(CCCl)CCCl. Drug 2: CN(CCCl)CCCl.Cl. Cell line: DU-145. Synergy scores: CSS=31.1, Synergy_ZIP=-9.55, Synergy_Bliss=-4.99, Synergy_Loewe=-6.52, Synergy_HSA=-5.63. (9) Drug 1: CC1=C(N=C(N=C1N)C(CC(=O)N)NCC(C(=O)N)N)C(=O)NC(C(C2=CN=CN2)OC3C(C(C(C(O3)CO)O)O)OC4C(C(C(C(O4)CO)O)OC(=O)N)O)C(=O)NC(C)C(C(C)C(=O)NC(C(C)O)C(=O)NCCC5=NC(=CS5)C6=NC(=CS6)C(=O)NCCC[S+](C)C)O. Drug 2: C1=NNC2=C1C(=O)NC=N2. Cell line: UACC62. Synergy scores: CSS=20.1, Synergy_ZIP=-5.16, Synergy_Bliss=-2.37, Synergy_Loewe=-0.130, Synergy_HSA=-0.974.